Predict the reaction yield, written as a fraction of the theoretical maximum amount of product (1.0 means a 100% yield; for example, 0.34 means a 34% yield). From a dataset of Reaction yield outcomes from USPTO patents with 853,638 reactions. (1) The reactants are [F:1][C:2]1[CH:3]=[C:4]([NH2:31])[CH:5]=[CH:6][C:7]=1[O:8][C:9]1[C:18]2[C:13](=[CH:14][C:15]([O:21][CH2:22][CH2:23][CH2:24][N:25]3[CH2:30][CH2:29][O:28][CH2:27][CH2:26]3)=[C:16]([O:19][CH3:20])[CH:17]=2)[N:12]=[CH:11][CH:10]=1.[H-].[Na+].F[C:35]1[C:40]([C:41]2[CH:46]=[CH:45][CH:44]=[CH:43][N:42]=2)=[CH:39][CH:38]=[CH:37][N:36]=1.O. The product is [F:1][C:2]1[CH:3]=[C:4]([NH:31][C:35]2[C:40]([C:41]3[CH:46]=[CH:45][CH:44]=[CH:43][N:42]=3)=[CH:39][CH:38]=[CH:37][N:36]=2)[CH:5]=[CH:6][C:7]=1[O:8][C:9]1[C:18]2[C:13](=[CH:14][C:15]([O:21][CH2:22][CH2:23][CH2:24][N:25]3[CH2:30][CH2:29][O:28][CH2:27][CH2:26]3)=[C:16]([O:19][CH3:20])[CH:17]=2)[N:12]=[CH:11][CH:10]=1. The catalyst is CN(C=O)C. The yield is 0.790. (2) The reactants are [CH2:1]([O:8][N:9]([C:11]1[N:16]=[C:15]([NH:17][CH2:18][CH2:19][CH3:20])[N:14]=[C:13]([NH:21][CH2:22][CH2:23][CH3:24])[N:12]=1)[CH3:10])[C:2]1[CH:7]=[CH:6][CH:5]=[CH:4][CH:3]=1.[OH:25][S:26]([OH:29])(=[O:28])=[O:27]. No catalyst specified. The product is [S:26]([OH:29])([OH:28])(=[O:27])=[O:25].[CH2:1]([O:8][N:9]([C:11]1[N:12]=[C:13]([NH:21][CH2:22][CH2:23][CH3:24])[N:14]=[C:15]([NH:17][CH2:18][CH2:19][CH3:20])[N:16]=1)[CH3:10])[C:2]1[CH:7]=[CH:6][CH:5]=[CH:4][CH:3]=1. The yield is 1.00.